From a dataset of Reaction yield outcomes from USPTO patents with 853,638 reactions. Predict the reaction yield, written as a fraction of the theoretical maximum amount of product (1.0 means a 100% yield; for example, 0.34 means a 34% yield). (1) The reactants are [N:1]([CH:4]1[CH:9]=[C:8]([C:10]2[CH:15]=[CH:14][N:13]=[CH:12][C:11]=2[N+:16]([O-:18])=[O:17])[CH2:7][CH:6]([CH3:19])[CH:5]1[OH:20])=[N+]=[N-].CP(C)C.C([O-])(O)=O.[Na+].[CH3:30][C:31]([O:34][C:35](O[C:35]([O:34][C:31]([CH3:33])([CH3:32])[CH3:30])=[O:36])=[O:36])([CH3:33])[CH3:32]. The catalyst is N1C=CC=CC=1.[OH-].[NH4+].C(O)C. The product is [OH:20][CH:5]1[CH:4]([NH:1][C:35](=[O:36])[O:34][C:31]([CH3:33])([CH3:32])[CH3:30])[CH:9]=[C:8]([C:10]2[CH:15]=[CH:14][N:13]=[CH:12][C:11]=2[N+:16]([O-:18])=[O:17])[CH2:7][CH:6]1[CH3:19]. The yield is 0.690. (2) The reactants are CS(O[CH2:6][C:7]1[CH:8]=[N:9][C:10]2[C:15]([CH:16]=1)=[N:14][CH:13]=[C:12]([O:17][CH2:18][C:19]1[CH:24]=[CH:23][C:22]([F:25])=[C:21]([F:26])[CH:20]=1)[CH:11]=2)(=O)=O.FC1C=C(C=CC=1F)COC1C=C2C(C=C(CO)C=N2)=[N:35][CH:34]=1.CS(Cl)(=O)=O. The catalyst is C(Cl)Cl. The product is [F:26][C:21]1[CH:20]=[C:19]([CH2:18][O:17][C:12]2[CH:11]=[C:10]3[C:15]([CH:16]=[C:7]([CH2:6][C:34]#[N:35])[CH:8]=[N:9]3)=[N:14][CH:13]=2)[CH:24]=[CH:23][C:22]=1[F:25]. The yield is 0.640. (3) The reactants are Br[C:2]1[CH:7]=[CH:6][C:5]([C@@H:8]2[C@@H:10]([C:11]3[CH:16]=[CH:15][CH:14]=[CH:13][CH:12]=3)[C@H:9]2[C:17]([O:19][CH3:20])=[O:18])=[CH:4][CH:3]=1.[F-].[Cs+].[N:23]1[CH:28]=[C:27](B(O)O)[CH:26]=[N:25][CH:24]=1. The catalyst is CO.COCCOC.C1C=CC([P]([Pd]([P](C2C=CC=CC=2)(C2C=CC=CC=2)C2C=CC=CC=2)([P](C2C=CC=CC=2)(C2C=CC=CC=2)C2C=CC=CC=2)[P](C2C=CC=CC=2)(C2C=CC=CC=2)C2C=CC=CC=2)(C2C=CC=CC=2)C2C=CC=CC=2)=CC=1. The product is [CH3:20][O:19][C:17]([C@H:9]1[C@H:8]([C:5]2[CH:6]=[CH:7][C:2]([C:27]3[CH:28]=[N:23][CH:24]=[N:25][CH:26]=3)=[CH:3][CH:4]=2)[C@H:10]1[C:11]1[CH:16]=[CH:15][CH:14]=[CH:13][CH:12]=1)=[O:18]. The yield is 0.930. (4) The reactants are C([O:3][P:4]([CH:9]([C:36]#[N:37])[CH2:10][C:11]([CH2:34][CH3:35])=[CH:12][CH2:13][C:14]1[C:15]([O:27]CC[Si](C)(C)C)=[C:16]2[C:20](=[C:21]([CH3:25])[C:22]=1[O:23][CH3:24])[CH2:19][O:18][C:17]2=[O:26])(=[O:8])[O:5]CC)C. The catalyst is C(O)(C(F)(F)F)=O.C(Cl)Cl. The product is [C:36]([CH:9]([P:4](=[O:3])([OH:5])[OH:8])[CH2:10][C:11]([CH2:34][CH3:35])=[CH:12][CH2:13][C:14]1[C:15]([OH:27])=[C:16]2[C:20](=[C:21]([CH3:25])[C:22]=1[O:23][CH3:24])[CH2:19][O:18][C:17]2=[O:26])#[N:37]. The yield is 0.610.